Dataset: Forward reaction prediction with 1.9M reactions from USPTO patents (1976-2016). Task: Predict the product of the given reaction. (1) Given the reactants Cl.[C:2]1([C:8]2[CH:9]=[C:10]3[C:14](=[C:15]([C:17]([NH2:19])=[O:18])[CH:16]=2)[NH:13][N:12]=[C:11]3[CH:20]2[CH2:25][CH2:24][NH:23][CH2:22][CH2:21]2)[CH:7]=[CH:6][CH:5]=[CH:4][CH:3]=1.C(N(CC)CC)C.[C:33](Cl)(=[O:40])[C:34]1[CH:39]=[CH:38][CH:37]=[CH:36][CH:35]=1, predict the reaction product. The product is: [C:2]1([C:8]2[CH:9]=[C:10]3[C:14](=[C:15]([C:17]([NH2:19])=[O:18])[CH:16]=2)[NH:13][N:12]=[C:11]3[CH:20]2[CH2:25][CH2:24][N:23]([C:33]([C:34]3[CH:39]=[CH:38][CH:37]=[CH:36][CH:35]=3)=[O:40])[CH2:22][CH2:21]2)[CH:3]=[CH:4][CH:5]=[CH:6][CH:7]=1. (2) Given the reactants [O:1]=[C:2]1[NH:6][CH2:5][C@@H:4]([C:7]2[CH:8]=[CH:9][C:10]([Cl:20])=[C:11]([NH:13][C:14](=[O:19])[C:15]([F:18])([F:17])[F:16])[CH:12]=2)[CH2:3]1.[N+:21]([O-])([OH:23])=[O:22].NC(N)=N, predict the reaction product. The product is: [O:1]=[C:2]1[NH:6][CH2:5][C@@H:4]([C:7]2[C:8]([N+:21]([O-:23])=[O:22])=[CH:9][C:10]([Cl:20])=[C:11]([NH:13][C:14](=[O:19])[C:15]([F:18])([F:16])[F:17])[CH:12]=2)[CH2:3]1.